Dataset: Full USPTO retrosynthesis dataset with 1.9M reactions from patents (1976-2016). Task: Predict the reactants needed to synthesize the given product. (1) Given the product [CH3:1][O:2][C:3]([C:5]1[CH:9]=[C:8]([C:10](=[O:12])[CH3:11])[O:7][C:6]=1[CH3:13])=[O:4], predict the reactants needed to synthesize it. The reactants are: [CH3:1][O:2][C:3]([C:5]1[CH:9]=[C:8]([CH:10]([OH:12])[CH3:11])[O:7][C:6]=1[CH3:13])=[O:4]. (2) Given the product [CH2:36]([O:35][C:29](=[O:34])[CH2:30][C:11]([C:10]1[CH:9]=[CH:8][C:7]([O:6][CH2:5][C:4]([O:3][CH2:1][CH3:2])=[O:16])=[CH:15][CH:14]=1)=[O:13])[C:37]1[CH:42]=[CH:41][CH:40]=[CH:39][CH:38]=1, predict the reactants needed to synthesize it. The reactants are: [CH2:1]([O:3][C:4](=[O:16])[CH2:5][O:6][C:7]1[CH:15]=[CH:14][C:10]([C:11]([OH:13])=O)=[CH:9][CH:8]=1)[CH3:2].C1N=CN(C(N2C=NC=C2)=O)C=1.[C:29]([O:35][CH2:36][C:37]1[CH:42]=[CH:41][CH:40]=[CH:39][CH:38]=1)(=[O:34])[CH2:30]C([O-])=O.[K+].[Cl-].[Mg+2].[Cl-].Cl. (3) Given the product [ClH:1].[F:21][C:18]1[CH:19]=[CH:20][C:15]([N:7]2[C:8]3[CH:14]=[CH:13][CH:12]=[CH:11][C:9]=3[CH2:10][N:5]([CH2:4][CH2:3][CH2:2][NH:25][CH3:24])[S:6]2(=[O:23])=[O:22])=[CH:16][CH:17]=1, predict the reactants needed to synthesize it. The reactants are: [Cl:1][CH2:2][CH2:3][CH2:4][N:5]1[CH2:10][C:9]2[CH:11]=[CH:12][CH:13]=[CH:14][C:8]=2[N:7]([C:15]2[CH:20]=[CH:19][C:18]([F:21])=[CH:17][CH:16]=2)[S:6]1(=[O:23])=[O:22].[CH3:24][NH2:25].Cl.